Dataset: Forward reaction prediction with 1.9M reactions from USPTO patents (1976-2016). Task: Predict the product of the given reaction. (1) Given the reactants [Br:1][C:2]1[CH:3]=[C:4]([CH:8]=[C:9]([C:11]([F:14])([F:13])[F:12])[CH:10]=1)[C:5]([OH:7])=O.[NH:15]1[CH2:20][CH2:19][S:18][CH2:17][CH2:16]1.C1C=CC2N(O)N=NC=2C=1.CCN=C=NCCCN(C)C.C(=O)([O-])O.[Na+], predict the reaction product. The product is: [Br:1][C:2]1[CH:3]=[C:4]([C:5]([N:15]2[CH2:20][CH2:19][S:18][CH2:17][CH2:16]2)=[O:7])[CH:8]=[C:9]([C:11]([F:14])([F:13])[F:12])[CH:10]=1. (2) Given the reactants [NH2:1][C:2]1[CH:3]=[C:4]([NH:8][C:9]2[N:14]=[C:13]([NH:15][C:16]3[CH:21]=[CH:20][CH:19]=[C:18]([NH2:22])[CH:17]=3)[C:12]([F:23])=[CH:11][N:10]=2)[CH:5]=[CH:6][CH:7]=1.Br[CH2:25][C:26]([O:28][C:29]([CH3:32])([CH3:31])[CH3:30])=[O:27], predict the reaction product. The product is: [NH2:1][C:2]1[CH:3]=[C:4]([NH:8][C:9]2[N:14]=[C:13]([NH:15][C:16]3[CH:21]=[CH:20][CH:19]=[C:18]([N:22]=[CH:25][C:26]([O:28][C:29]([CH3:32])([CH3:31])[CH3:30])=[O:27])[CH:17]=3)[C:12]([F:23])=[CH:11][N:10]=2)[CH:5]=[CH:6][CH:7]=1. (3) The product is: [Cl:36][C:34]1[C:33](=[O:37])[N:32]([CH3:38])[CH:31]=[C:30]([N:27]2[C:28](=[O:29])[C:9]3[C:8]([C:6]([OH:7])=[O:5])=[C:12]([C:13]4[C:14]([O:21][CH3:22])=[N:15][C:16]([O:19][CH3:20])=[N:17][CH:18]=4)[N:11]([CH:23]([CH3:25])[CH3:24])[C:10]=3[CH:26]2[C:39]2[CH:40]=[CH:41][C:42]([Cl:45])=[CH:43][CH:44]=2)[CH:35]=1. Given the reactants [OH-].[Na+].C([O:5][C:6]([C:8]1[C:9]2[C:28](=[O:29])[N:27]([C:30]3[CH:35]=[C:34]([Cl:36])[C:33](=[O:37])[N:32]([CH3:38])[CH:31]=3)[CH:26]([C:39]3[CH:44]=[CH:43][C:42]([Cl:45])=[CH:41][CH:40]=3)[C:10]=2[N:11]([CH:23]([CH3:25])[CH3:24])[C:12]=1[C:13]1[C:14]([O:21][CH3:22])=[N:15][C:16]([O:19][CH3:20])=[N:17][CH:18]=1)=[O:7])C, predict the reaction product. (4) Given the reactants [NH2:1][C:2](=[N:36][C:37](=[O:44])[C:38]1[CH:43]=[CH:42][CH:41]=[CH:40][CH:39]=1)[C:3]1[CH:8]=[CH:7][C:6]([NH:9][CH:10]([C:23]2[CH:28]=[C:27]([O:29][CH3:30])[CH:26]=[C:25]([O:31][CH2:32][CH2:33][OH:34])[C:24]=2[F:35])[C:11]2[NH:15][C:14](=[O:16])[N:13]([C:17]3[N:22]=[CH:21][CH:20]=[CH:19][N:18]=3)[N:12]=2)=[CH:5][CH:4]=1.CN(C=O)C.C(=O)([O-])[O-].[Cs+].[Cs+].Cl[CH2:57][O:58][C:59](=[O:66])[C:60]([CH3:65])([CH3:64])[CH2:61][O:62][CH3:63], predict the reaction product. The product is: [NH2:1][C:2](=[N:36][C:37](=[O:44])[C:38]1[CH:39]=[CH:40][CH:41]=[CH:42][CH:43]=1)[C:3]1[CH:8]=[CH:7][C:6]([NH:9][CH:10]([C:23]2[CH:28]=[C:27]([O:29][CH3:30])[CH:26]=[C:25]([O:31][CH2:32][CH2:33][OH:34])[C:24]=2[F:35])[C:11]2[N:15]=[C:14]([O:16][CH2:57][O:58][C:59](=[O:66])[C:60]([CH3:65])([CH3:64])[CH2:61][O:62][CH3:63])[N:13]([C:17]3[N:18]=[CH:19][CH:20]=[CH:21][N:22]=3)[N:12]=2)=[CH:5][CH:4]=1. (5) The product is: [CH3:38][C:39]1[C:43]([C:23]2[CH:24]=[C:19]([C:17]([NH:16][CH2:15][C:13]3[O:12][N:11]=[C:10]([CH2:9][CH2:8][OH:7])[CH:14]=3)=[O:18])[C:20](=[O:37])[N:21]([C:27]3[CH:32]=[CH:31][CH:30]=[C:29]([C:33]([F:36])([F:35])[F:34])[CH:28]=3)[C:22]=2[CH3:26])=[C:42]([CH3:47])[O:41][N:40]=1. Given the reactants O1CCCCC1[O:7][CH2:8][CH2:9][C:10]1[CH:14]=[C:13]([CH2:15][NH:16][C:17]([C:19]2[C:20](=[O:37])[N:21]([C:27]3[CH:32]=[CH:31][CH:30]=[C:29]([C:33]([F:36])([F:35])[F:34])[CH:28]=3)[C:22]([CH3:26])=[C:23](I)[CH:24]=2)=[O:18])[O:12][N:11]=1.[CH3:38][C:39]1[C:43](B(O)O)=[C:42]([CH3:47])[O:41][N:40]=1.C([O-])([O-])=O.[Na+].[Na+], predict the reaction product. (6) Given the reactants [F:1][C:2]1[CH:7]=[CH:6][C:5]([C:8]2[O:9][C:10]3[CH:20]=[CH:19][C:18]([C:21]4[C:22]([CH3:32])=[CH:23][C:24]([O:30][CH3:31])=[C:25]([CH:29]=4)[C:26]([OH:28])=O)=[CH:17][C:11]=3[C:12]=2[C:13](=[O:16])[NH:14][CH3:15])=[CH:4][CH:3]=1.[CH3:33][C:34]1[N:35]=[CH:36][O:37][C:38]=1[C:39]1([NH2:42])[CH2:41][CH2:40]1.C1C=CC2N(O)N=NC=2C=1.CCN=C=NCCCN(C)C.Cl.C(N(C(C)C)CC)(C)C, predict the reaction product. The product is: [F:1][C:2]1[CH:3]=[CH:4][C:5]([C:8]2[O:9][C:10]3[CH:20]=[CH:19][C:18]([C:21]4[CH:29]=[C:25]([C:26](=[O:28])[NH:42][C:39]5([C:38]6[O:37][CH:36]=[N:35][C:34]=6[CH3:33])[CH2:41][CH2:40]5)[C:24]([O:30][CH3:31])=[CH:23][C:22]=4[CH3:32])=[CH:17][C:11]=3[C:12]=2[C:13]([NH:14][CH3:15])=[O:16])=[CH:6][CH:7]=1.